Regression. Given a peptide amino acid sequence and an MHC pseudo amino acid sequence, predict their binding affinity value. This is MHC class II binding data. From a dataset of Peptide-MHC class II binding affinity with 134,281 pairs from IEDB. (1) The peptide sequence is ACQGVGGPSHKARVLAEA. The MHC is DRB4_0101 with pseudo-sequence DRB4_0103. The binding affinity (normalized) is 0.226. (2) The peptide sequence is QSSQCLSKNQILNSM. The MHC is DRB1_0101 with pseudo-sequence DRB1_0101. The binding affinity (normalized) is 0.498. (3) The peptide sequence is VLGVATFFCWMAEVPGTK. The MHC is DRB5_0101 with pseudo-sequence DRB5_0101. The binding affinity (normalized) is 0.145. (4) The peptide sequence is MDYFIRMWNQAALAM. The MHC is HLA-DPA10301-DPB10402 with pseudo-sequence HLA-DPA10301-DPB10402. The binding affinity (normalized) is 0.347. (5) The peptide sequence is VRMTAYTSSDDEIML. The MHC is DRB1_0101 with pseudo-sequence DRB1_0101. The binding affinity (normalized) is 0.304. (6) The peptide sequence is HTSVEADVDAALEVL. The MHC is DRB1_1501 with pseudo-sequence DRB1_1501. The binding affinity (normalized) is 0.0453. (7) The peptide sequence is LLPLLEKVIGAGKPLLIIAE. The MHC is DRB1_0301 with pseudo-sequence DRB1_0301. The binding affinity (normalized) is 0.